This data is from Peptide-MHC class II binding affinity with 134,281 pairs from IEDB. The task is: Regression. Given a peptide amino acid sequence and an MHC pseudo amino acid sequence, predict their binding affinity value. This is MHC class II binding data. (1) The peptide sequence is KNLIPSSASPWSWPD. The MHC is HLA-DQA10501-DQB10303 with pseudo-sequence HLA-DQA10501-DQB10303. The binding affinity (normalized) is 0.533. (2) The peptide sequence is STGGAYDTYKCIPSL. The MHC is HLA-DPA10103-DPB10201 with pseudo-sequence HLA-DPA10103-DPB10201. The binding affinity (normalized) is 0.403. (3) The peptide sequence is FELLNAPATVCGPKL. The MHC is DRB1_0401 with pseudo-sequence DRB1_0401. The binding affinity (normalized) is 0.403.